This data is from Full USPTO retrosynthesis dataset with 1.9M reactions from patents (1976-2016). The task is: Predict the reactants needed to synthesize the given product. Given the product [Br:32][C:33]1[CH:34]=[C:35]([CH:39]=[CH:40][CH:41]=1)[C:36]([NH:22][C:19]1[N:20]=[N:21][C:16]([N:9]2[C:10]([C:12]([F:15])([F:13])[F:14])=[CH:11][C:7]([C:3]3[CH:2]=[N:1][CH:6]=[CH:5][CH:4]=3)=[N:8]2)=[CH:17][CH:18]=1)=[O:37], predict the reactants needed to synthesize it. The reactants are: [N:1]1[CH:6]=[CH:5][CH:4]=[C:3]([C:7]2[CH:11]=[C:10]([C:12]([F:15])([F:14])[F:13])[N:9]([C:16]3[N:21]=[N:20][C:19]([NH2:22])=[CH:18][CH:17]=3)[N:8]=2)[CH:2]=1.C(N(CC)C(C)C)(C)C.[Br:32][C:33]1[CH:34]=[C:35]([CH:39]=[CH:40][CH:41]=1)[C:36](Cl)=[O:37].C(=O)(O)[O-].[Na+].